Dataset: Catalyst prediction with 721,799 reactions and 888 catalyst types from USPTO. Task: Predict which catalyst facilitates the given reaction. (1) Reactant: CC(C)([O-])C.[K+].[Cl:7][C:8]1[CH:9]=[CH:10][C:11]([OH:18])=[C:12]([NH:14][C:15]([NH2:17])=[O:16])[CH:13]=1.[C:19]1(=[O:23])[O:22][CH2:21][CH2:20]1. Product: [NH2:17][C:15]([NH:14][C:12]1[CH:13]=[C:8]([Cl:7])[CH:9]=[CH:10][C:11]=1[O:18][CH2:21][CH2:20][C:19]([OH:23])=[O:22])=[O:16]. The catalyst class is: 7. (2) Product: [C:1]([O:5][C:6]([NH:8][CH2:9][C:10]1[N:11]([CH2:33][CH:34]([CH3:35])[CH3:36])[C:12](=[O:32])[C:54]2[C:55]([C:19]=1[C:20]1[CH:21]=[CH:22][C:23]([CH3:26])=[CH:24][CH:25]=1)=[CH:56][C:57](/[CH:45]=[CH:44]/[C:43]([NH2:42])=[O:60])=[CH:58][CH:59]=2)=[O:7])([CH3:4])([CH3:3])[CH3:2]. The catalyst class is: 9. Reactant: [C:1]([O:5][C:6]([NH:8][CH2:9][C:10]1[N:11]([CH2:33][CH:34]([CH3:36])[CH3:35])[C:12](=[O:32])C2C([C:19]=1[C:20]1[CH:25]=[CH:24][C:23]([CH3:26])=[CH:22][CH:21]=1)=CC(/C=C/C(O)=O)=CC=2)=[O:7])([CH3:4])([CH3:3])[CH3:2].Cl.C(N=C=[N:42][CH2:43][CH2:44][CH2:45]N(C)C)C.[NH4+].ON1[C:55]2[CH:56]=[CH:57][CH:58]=[CH:59][C:54]=2N=N1.[OH2:60].